Dataset: Catalyst prediction with 721,799 reactions and 888 catalyst types from USPTO. Task: Predict which catalyst facilitates the given reaction. (1) Reactant: [CH2:1]([OH:8])[C:2]1[CH:7]=[CH:6][CH:5]=[CH:4][CH:3]=1.Cl[S:10]([N:13]=[C:14]=[O:15])(=[O:12])=[O:11].N1C=CC=CC=1.[NH:22]1[CH2:27][CH2:26][O:25][CH2:24][CH2:23]1. Product: [N:22]1([S:10]([NH:13][C:14](=[O:15])[O:8][CH2:1][C:2]2[CH:7]=[CH:6][CH:5]=[CH:4][CH:3]=2)(=[O:12])=[O:11])[CH2:27][CH2:26][O:25][CH2:24][CH2:23]1. The catalyst class is: 47. (2) The catalyst class is: 90. Product: [O:3]=[C:4]1[N:10]([CH:11]2[CH2:16][CH2:15][N:14]([C:17]([O:19][C@@H:20]([C:30]([OH:32])=[O:31])[CH2:21][C:22]3[CH:27]=[C:26]([Br:28])[CH:25]=[C:24]([Br:29])[CH:23]=3)=[O:18])[CH2:13][CH2:12]2)[CH2:9][CH2:8][C:7]2[CH:34]=[CH:35][CH:36]=[CH:37][C:6]=2[NH:5]1. Reactant: [Li+].[OH-].[O:3]=[C:4]1[N:10]([CH:11]2[CH2:16][CH2:15][N:14]([C:17]([O:19][C@@H:20]([C:30]([O:32]C)=[O:31])[CH2:21][C:22]3[CH:27]=[C:26]([Br:28])[CH:25]=[C:24]([Br:29])[CH:23]=3)=[O:18])[CH2:13][CH2:12]2)[CH2:9][CH2:8][C:7]2[CH:34]=[CH:35][CH:36]=[CH:37][C:6]=2[NH:5]1. (3) Reactant: [C:1]1([C:11]2[CH:16]=[CH:15][CH:14]=[CH:13][CH:12]=2)[CH:6]=[CH:5][C:4]([CH:7](O)[C:8]#[CH:9])=[CH:3][CH:2]=1.[SiH](CC)(CC)CC.B(F)(F)F.CCOCC.[NH4+].[Cl-]. Product: [CH2:7]([C:4]1[CH:5]=[CH:6][C:1]([C:11]2[CH:16]=[CH:15][CH:14]=[CH:13][CH:12]=2)=[CH:2][CH:3]=1)[C:8]#[CH:9]. The catalyst class is: 2.